This data is from Forward reaction prediction with 1.9M reactions from USPTO patents (1976-2016). The task is: Predict the product of the given reaction. (1) Given the reactants [CH3:1][O:2][C:3]1[CH:10]=[CH:9][C:6]([CH2:7][NH2:8])=[CH:5][CH:4]=1.[CH:11](=O)[C:12]1[CH:17]=[CH:16][CH:15]=[CH:14][CH:13]=1.[O-]S([O-])(=O)=O.[Mg+2], predict the reaction product. The product is: [CH3:1][O:2][C:3]1[CH:10]=[CH:9][C:6]([CH2:7]/[N:8]=[CH:11]/[C:12]2[CH:17]=[CH:16][CH:15]=[CH:14][CH:13]=2)=[CH:5][CH:4]=1. (2) Given the reactants [NH2:1][C:2]1[C:3]([NH:11][C:12]2[CH:17]=[CH:16][C:15]([CH2:18][CH2:19][OH:20])=[CH:14][CH:13]=2)=[N:4][C:5]([CH3:10])=[C:6]([Br:9])[C:7]=1[CH3:8].[C:21](Cl)(=[O:25])[CH:22]([CH3:24])[CH3:23], predict the reaction product. The product is: [CH3:23][CH:22]([CH3:24])[C:21]([O:20][CH2:19][CH2:18][C:15]1[CH:16]=[CH:17][C:12]([N:11]2[C:3]3=[N:4][C:5]([CH3:10])=[C:6]([Br:9])[C:7]([CH3:8])=[C:2]3[N:1]=[C:2]2[CH:7]([CH3:8])[CH3:6])=[CH:13][CH:14]=1)=[O:25].